Dataset: Forward reaction prediction with 1.9M reactions from USPTO patents (1976-2016). Task: Predict the product of the given reaction. Given the reactants CC1C=CC(S([O:11][CH2:12][C@H:13]([N:35]=[N+:36]=[N-:37])[C@H:14]([O:24]S(C2C=CC(C)=CC=2)(=O)=O)[CH2:15][O:16][CH2:17][C:18]2[CH:23]=[CH:22][CH:21]=[CH:20][CH:19]=2)(=O)=O)=CC=1.[C:38](=[O:41])([O-])[O-].[Cs+].[Cs+].[CH2:44]1OCCOCCOCCOCCOCC[O:46][CH2:45]1.[C:62]1(C)C=CC=CC=1, predict the reaction product. The product is: [C:45]([O:11][CH2:12][C@H:13]([N:35]=[N+:36]=[N-:37])[C@@H:14]([O:24][C:38](=[O:41])[CH3:62])[CH2:15][O:16][CH2:17][C:18]1[CH:19]=[CH:20][CH:21]=[CH:22][CH:23]=1)(=[O:46])[CH3:44].